This data is from Catalyst prediction with 721,799 reactions and 888 catalyst types from USPTO. The task is: Predict which catalyst facilitates the given reaction. (1) Reactant: C[O:2][C:3]1[C:8]2[C:9]([C:12]3[CH:13]=[C:14]([C:17]([NH2:19])=[O:18])[S:15][CH:16]=3)=[N:10][NH:11][C:7]=2[CH:6]=[CH:5][N:4]=1.CC1C=CC(S(O[CH:31]([CH2:35][CH3:36])[CH2:32][O:33][CH3:34])(=O)=O)=CC=1. Product: [CH3:34][O:33][CH2:32][C@@H:31]([N:11]1[C:7]2[CH:6]=[CH:5][NH:4][C:3](=[O:2])[C:8]=2[C:9]([C:12]2[CH:13]=[C:14]([C:17]([NH2:19])=[O:18])[S:15][CH:16]=2)=[N:10]1)[CH2:35][CH3:36]. The catalyst class is: 192. (2) Reactant: [CH2:1]([N:3]([CH:27]1[CH2:32][CH2:31][NH:30][CH2:29][CH2:28]1)[C:4]1[C:19]2[CH2:18][CH:17]=[CH:16][CH2:15][CH2:14][C:13]3[CH:20]=[C:21]([CH3:25])[NH:22][C:23](=[O:24])[C:12]=3[CH2:11][NH:10][C:9](=[O:26])[C:8]=2[CH:7]=[CH:6][CH:5]=1)[CH3:2].[CH:33](=O)[CH3:34].CC(O)=O.[BH3-]C#N.[Na+]. Product: [CH2:1]([N:3]([CH:27]1[CH2:32][CH2:31][N:30]([CH2:33][CH3:34])[CH2:29][CH2:28]1)[C:4]1[C:19]2[CH2:18][CH:17]=[CH:16][CH2:15][CH2:14][C:13]3[CH:20]=[C:21]([CH3:25])[NH:22][C:23](=[O:24])[C:12]=3[CH2:11][NH:10][C:9](=[O:26])[C:8]=2[CH:7]=[CH:6][CH:5]=1)[CH3:2]. The catalyst class is: 5.